The task is: Binary Classification. Given a miRNA mature sequence and a target amino acid sequence, predict their likelihood of interaction.. This data is from Experimentally validated miRNA-target interactions with 360,000+ pairs, plus equal number of negative samples. (1) The miRNA is hsa-miR-548aq-5p with sequence GAAAGUAAUUGCUGUUUUUGCC. The protein sequence of the target gene is MATLLRPVLRRLCGLPGLQRPAAEMPLRARSDGAGPLYSHHLPTSPLQKGLLAAGSAAMALYNPYRHDMVAVLGETTGHRTLKVLRDQMRRDPEGAQILQERPRISTSTLDLGKLQSLPEGSLGREYLRFLDVNRVSPDTRAPTRFVDDEELAYVIQRYREVHDMLHTLLGMPTNILGEIVVKWFEAVQTGLPMCILGAFFGPIRLGAQSLQVLVSELIPWAVQNGRRAPCVLNLYYERRWEQSLRALREELGITAPPMHVQGLA. Result: 0 (no interaction). (2) The miRNA is mmu-miR-3083-5p with sequence AGGCUGGGAAUAUUUCAGAGAU. The protein sequence of the target gene is MTKLLVAKVLCMVGVFFFMLLGSLLPVKVIEADLEKAHRSKKVLSLCNTFGGGVFLATCFNALLPAVRDKLQQVLSLGHISTDYPLAETLMMVGFFLTVFVEQLVLTFRRERPPFIDLETFNAGSDAGSDSEYESPFVGVGNRSHSLYPEPTAHTHGAGLRLRELGRPGPLRLLSLVFALSAHSVFEGLALGLQEEGERVVSLFVGVAIHETLVAVALGISMARSAVPLRDAAKLAVTVSAMIPVGIGLGLGIESARSVASSVASALLQGLAGGTFLFVTFLEILAKELEERSEQLLKVL.... Result: 0 (no interaction). (3) The miRNA is hsa-miR-6886-3p with sequence UGCCCUUCUCUCCUCCUGCCU. The protein sequence of the target gene is MALRSRFWGLFSVCRNPGCRFAALSTSSEPAAKPEVDPVENEAVAPEFTNRNPRNLELLSVARKERGWRTVFPSREFWHRLRVIRTQHHVEALVEHQNGKVVVSASTREWAIKKHLYSTRNVVACESIGRVLAQRCLEAGINFMVYQPTPWEAASDSMKRLQSAMTEGGVVLREPQRIYE. Result: 1 (interaction). (4) The miRNA is hsa-miR-500a-3p with sequence AUGCACCUGGGCAAGGAUUCUG. The protein sequence of the target gene is MLPSLQESMDGDEKELESSEEGGSAEERRLEPPSSSHYCLYSYRGSRLAQQRGDSEDGSPSGTNAETPSGDDFSLSLADTNLPSEVEPELRSFIAKRLSRGAVFEGLGNVASVELKIPGYRVGCYYCLFQNEKLLPETVTIDSERNPSEYVVCFLGGSEKGLELFRLELDKYIQGLKNNMNCEARGLESHIKSYLSSWFEDVVCPIQRVVLLFQEKLTFLLHAALSYTPVEVKESDEKTKRDINRFLSVASLQGLIHEGTMTSLCMAMTEEQHKSVVIDCSSSQPQFCNAGSNRFCEDWM.... Result: 1 (interaction). (5) The protein sequence of the target gene is MPFPFGKSHKSPADIVKNLKESMAVLEKQDISDKKAEKATEEVSKNLVAMKEILYGTNEKEPQTEAVAQLAQELYNSGLLGTLVADLQLIDFEGKKDVAQIFNNILRRQIGTRTPTVEYICTQQNILFMLLKGYESPEIALNCGIMLRECIRHEPLAKIILWSEQFYDFFRYVEMSTFDIASDAFATFKDLLTRHKLLSAEFLEQHYDRFFSEYEKLLHSENYVTKRQSLKLLGELLLDRHNFTIMTKYISKPENLKLMMNLLRDKSRNIQFEAFHVFKVFVANPNKTQPILDILLKNQT.... Result: 1 (interaction). The miRNA is mmu-miR-144-3p with sequence UACAGUAUAGAUGAUGUACU. (6) The miRNA is rno-miR-494-3p with sequence UGAAACAUACACGGGAAACCUCU. The protein sequence of the target gene is MASKSWLNFLTFLCGSAIGFLLCSQLFSILLGEKVDTQPNVLHNDPHARHSDDNGQNHLEGQMNFNADSSQHKDENTDIAENLYQKVRILCWVMTGPQNLEKKAKHVKATWAQRCNKVLFMSSEENKDFPAVGLKTKEGRDQLYWKTIKAFQYVHEHYLEDADWFLKADDDTYVILDNLRWLLSKYDPEEPIYFGRRFKPYVKQGYMSGGAGYVLSKEALKRFVDAFKTDKCTHSSSIEDLALGRCMEIMNVEAGDSRDTIGKETFHPFVPEHHLIKGYLPRTFWYWNYNYYPPVEGPGC.... Result: 0 (no interaction).